This data is from PAMPA (Parallel Artificial Membrane Permeability Assay) permeability data from NCATS. The task is: Regression/Classification. Given a drug SMILES string, predict its absorption, distribution, metabolism, or excretion properties. Task type varies by dataset: regression for continuous measurements (e.g., permeability, clearance, half-life) or binary classification for categorical outcomes (e.g., BBB penetration, CYP inhibition). Dataset: pampa_ncats. (1) The drug is CC1=C(C=C(C=C1)C(=O)NC)N2C(=CC(=C(C2=O)Br)OCC3=C(C=C(C=C3)F)F)C. The result is 1 (high permeability). (2) The compound is COC1=CC=C(C=C1)CNC(=O)CN2C(=O)C=C3CCCCC3=N2. The result is 1 (high permeability). (3) The molecule is CCC1=CC=C(C=C1)S(=O)(=O)NC2=C(C=CN=C2)C(=O)NC3=NC(=CS3)C4=CC=CC=C4. The result is 1 (high permeability). (4) The compound is C[C@@H]1[C@@H](/C=C\O[C@@]2(C(=O)C3=C(O2)C(=C(C4=C3C(=N[C@H]5CC[C@@H](O[C@@H]5C)O)C=C(C4=O)NC(=O)/C(=C\C(=O)[C@@H]6C[C@@H]6[C@H]([C@@H]([C@H]([C@@H]([C@@H]1OC(=O)C)C)O)C)O)/C)O)C)C)OC. The result is 0 (low-to-moderate permeability). (5) The molecule is CC1=CC=C(C=C1)C2=NC3=CC=CC=C3C(=C2)C(=O)NC4CCCCC4. The result is 1 (high permeability). (6) The drug is C1=CC(=CC(=C1)F)C2=CN3C(=CN=C3C4=CC=C(C=C4)C(=O)NCCCO)C=N2. The result is 1 (high permeability). (7) The compound is C1CN(CCC1C(=O)N)C2=NC(=CS2)C3=CC=CC=C3[N+](=O)[O-]. The result is 1 (high permeability). (8) The molecule is CC1=CC(=NC(=N1)C)NS(=O)(=O)C2=CC=C(C=C2)NC(=O)C3=C(C4=CC=CC=C4O3)C. The result is 1 (high permeability). (9) The compound is CC1CC(N(C2=CC=CC=C12)C(=O)CN3C(=O)C4=CC=CC=C4C3=O)(C)C. The result is 1 (high permeability).